This data is from CYP1A2 inhibition data for predicting drug metabolism from PubChem BioAssay. The task is: Regression/Classification. Given a drug SMILES string, predict its absorption, distribution, metabolism, or excretion properties. Task type varies by dataset: regression for continuous measurements (e.g., permeability, clearance, half-life) or binary classification for categorical outcomes (e.g., BBB penetration, CYP inhibition). Dataset: cyp1a2_veith. The result is 0 (non-inhibitor). The compound is COC(=O)[C@H](Cc1ccccc1)NC(=O)[C@@H](C)CO.